From a dataset of Full USPTO retrosynthesis dataset with 1.9M reactions from patents (1976-2016). Predict the reactants needed to synthesize the given product. (1) Given the product [O:18]1[CH:27]=[N:20][N:19]=[C:17]1[C:14]1[S:13][C:12]([N:9]2[CH2:8][CH2:7][CH:6]([O:5][C:4]3[CH:21]=[CH:22][CH:23]=[CH:24][C:3]=3[C:2]([F:25])([F:1])[F:26])[CH2:11][CH2:10]2)=[N:16][CH:15]=1, predict the reactants needed to synthesize it. The reactants are: [F:1][C:2]([F:26])([F:25])[C:3]1[CH:24]=[CH:23][CH:22]=[CH:21][C:4]=1[O:5][CH:6]1[CH2:11][CH2:10][N:9]([C:12]2[S:13][C:14]([C:17]([NH:19][NH2:20])=[O:18])=[CH:15][N:16]=2)[CH2:8][CH2:7]1.[C:27]1(C)C=CC(S(O)(=O)=O)=CC=1. (2) Given the product [CH3:14][N:15]1[C:23]2[C:18](=[CH:19][CH:20]=[CH:21][CH:22]=2)[C:17]([CH3:24])=[C:16]1[C:25]([NH:27][C@H:28]([C:32]([NH:34][CH:35]([C:44](=[O:47])[CH2:45][O:5][C:4](=[O:6])[C:3]1[C:2]([Cl:1])=[CH:10][CH:9]=[CH:8][C:7]=1[Cl:11])[CH2:36][C:37]([O:39][C:40]([CH3:43])([CH3:42])[CH3:41])=[O:38])=[O:33])[CH:29]([CH3:31])[CH3:30])=[O:26], predict the reactants needed to synthesize it. The reactants are: [Cl:1][C:2]1[CH:10]=[CH:9][CH:8]=[C:7]([Cl:11])[C:3]=1[C:4]([OH:6])=[O:5].[F-].[K+].[CH3:14][N:15]1[C:23]2[C:18](=[CH:19][CH:20]=[CH:21][CH:22]=2)[C:17]([CH3:24])=[C:16]1[C:25]([NH:27][C@H:28]([C:32]([NH:34][CH:35]([C:44](=[O:47])[CH2:45]Br)[CH2:36][C:37]([O:39][C:40]([CH3:43])([CH3:42])[CH3:41])=[O:38])=[O:33])[CH:29]([CH3:31])[CH3:30])=[O:26]. (3) Given the product [C:11]1([N:17]2[C:25]3[C:20](=[CH:21][CH:22]=[CH:23][CH:24]=3)[CH:19]=[C:18]2[C:26]([NH:28][C@H:29]([C:33]([NH:35][CH:36]([C:45](=[O:48])[CH2:46][F:47])[CH2:37][C:38]([O:40][C:41]([CH3:42])([CH3:44])[CH3:43])=[O:39])=[O:34])[CH:30]([CH3:31])[CH3:32])=[O:27])[CH:12]=[CH:13][CH:14]=[CH:15][CH:16]=1, predict the reactants needed to synthesize it. The reactants are: CS(C)=O.C(Cl)(=O)C(Cl)=O.[C:11]1([N:17]2[C:25]3[C:20](=[CH:21][CH:22]=[CH:23][CH:24]=3)[CH:19]=[C:18]2[C:26]([NH:28][C@H:29]([C:33]([NH:35][CH:36]([CH:45]([OH:48])[CH2:46][F:47])[CH2:37][C:38]([O:40][C:41]([CH3:44])([CH3:43])[CH3:42])=[O:39])=[O:34])[CH:30]([CH3:32])[CH3:31])=[O:27])[CH:16]=[CH:15][CH:14]=[CH:13][CH:12]=1.C(N(CC)CC)C. (4) The reactants are: [C:1]([NH:4][C@@:5]1([C:13]([NH:15][C:16]([CH3:19])([CH3:18])[CH3:17])=[O:14])[CH2:9][CH2:8][O:7][C@@H:6]1[CH2:10][CH:11]=[CH2:12])(=[O:3])[CH3:2].[CH3:20][C:21]1([CH3:28])[C:25]([CH3:27])([CH3:26])[O:24][BH:23][O:22]1.O. Given the product [C:1]([NH:4][C@@:5]1([C:13]([NH:15][C:16]([CH3:19])([CH3:18])[CH3:17])=[O:14])[CH2:9][CH2:8][O:7][C@@H:6]1[CH2:10][CH2:11][CH2:12][B:23]1[O:24][C:25]([CH3:27])([CH3:26])[C:21]([CH3:28])([CH3:20])[O:22]1)(=[O:3])[CH3:2], predict the reactants needed to synthesize it. (5) Given the product [Cl:35][C:10]1[CH:11]=[C:12]([Cl:34])[C:13]([C:15]2[N:23]=[C:22]([Cl:24])[N:21]=[C:20]3[C:16]=2[N:17]=[CH:18][N:19]3[CH2:25][C:26]2[CH:27]=[CH:28][C:29]([O:32][CH3:33])=[CH:30][CH:31]=2)=[CH:14][C:9]=1[OH:8], predict the reactants needed to synthesize it. The reactants are: C([O:8][C:9]1[C:10]([Cl:35])=[CH:11][C:12]([Cl:34])=[C:13]([C:15]2[N:23]=[C:22]([Cl:24])[N:21]=[C:20]3[C:16]=2[N:17]=[CH:18][N:19]3[CH2:25][C:26]2[CH:31]=[CH:30][C:29]([O:32][CH3:33])=[CH:28][CH:27]=2)[CH:14]=1)C1C=CC=CC=1.B(Cl)(Cl)Cl. (6) Given the product [C:2]([O-:13])(=[O:12])[C:3]1[CH:11]=[CH:10][C:6]([C:7]([O-:9])=[O:8])=[CH:5][CH:4]=1.[Cr+3:1].[C:14]([O-:25])(=[O:24])[C:15]1[CH:23]=[CH:22][C:18]([C:19]([O-:21])=[O:20])=[CH:17][CH:16]=1.[C:2]([O-:13])(=[O:12])[C:3]1[CH:11]=[CH:10][C:6]([C:7]([O-:9])=[O:8])=[CH:5][CH:4]=1.[Cr+3:1], predict the reactants needed to synthesize it. The reactants are: [Cr:1].[C:2]([O-:13])(=[O:12])[C:3]1[CH:11]=[CH:10][C:6]([C:7]([O-:9])=[O:8])=[CH:5][CH:4]=1.[C:14]([OH:25])(=[O:24])[C:15]1[CH:23]=[CH:22][C:18]([C:19]([OH:21])=[O:20])=[CH:17][CH:16]=1.[N+]([O-])([O-])=O.[Cr+3].[N+]([O-])([O-])=O.[N+]([O-])([O-])=O.F.O. (7) Given the product [C:9](=[O:17])([O:10][C:11]1[CH:16]=[CH:15][CH:14]=[CH:13][N:12]=1)[O:8][C:4]1([CH3:3])[CH2:7][O:6][CH2:5]1.[C:9](=[O:24])([O-:10])[O:17][C:18]1[C:23]([C:4]2([CH3:3])[CH2:7][O:6][CH2:5]2)=[CH:22][CH:21]=[CH:20][N:19]=1, predict the reactants needed to synthesize it. The reactants are: [H-].[Na+].[CH3:3][C:4]1([OH:8])[CH2:7][O:6][CH2:5]1.[C:9](=[O:24])([O:17][C:18]1[CH:23]=[CH:22][CH:21]=[CH:20][N:19]=1)[O:10][C:11]1[CH:16]=[CH:15][CH:14]=[CH:13][N:12]=1.